From a dataset of Reaction yield outcomes from USPTO patents with 853,638 reactions. Predict the reaction yield, written as a fraction of the theoretical maximum amount of product (1.0 means a 100% yield; for example, 0.34 means a 34% yield). (1) The reactants are O[CH:2]=[C:3]1[C:11]2[C:6](=[CH:7][C:8]([C:12]([C:14]3[CH:15]=[C:16]([NH:20][C:21]([C:23]4[S:24][CH:25]=[CH:26][C:27]=4[CH3:28])=[O:22])[CH:17]=[CH:18][CH:19]=3)=[O:13])=[CH:9][CH:10]=2)[NH:5][C:4]1=[O:29].[NH2:30][C:31]1[CH:36]=[CH:35][C:34]([CH2:37][CH2:38][CH2:39][C:40]([OH:42])=[O:41])=[CH:33][CH:32]=1. The catalyst is C1COCC1. The product is [CH3:28][C:27]1[CH:26]=[CH:25][S:24][C:23]=1[C:21]([NH:20][C:16]1[CH:15]=[C:14]([CH:19]=[CH:18][CH:17]=1)[C:12]([C:8]1[CH:7]=[C:6]2[C:11]([C:3](=[CH:2][NH:30][C:31]3[CH:32]=[CH:33][C:34]([CH2:37][CH2:38][CH2:39][C:40]([OH:42])=[O:41])=[CH:35][CH:36]=3)[C:4](=[O:29])[NH:5]2)=[CH:10][CH:9]=1)=[O:13])=[O:22]. The yield is 0.430. (2) No catalyst specified. The yield is 0.140. The product is [NH2:2][C:3]1[C:4]2[C:14]([O:15][CH2:16][C@H:17]3[CH2:22][CH2:21][CH2:20][CH2:19][N:18]3[C:32](=[O:33])[CH2:31][C:28]3[CH:29]=[CH:30][C:25]([O:24][CH3:23])=[CH:26][CH:27]=3)=[CH:13][CH:12]=[CH:11][C:5]=2[NH:6][S:7](=[O:9])(=[O:10])[N:8]=1. The reactants are Cl.[NH2:2][C:3]1[C:4]2[C:14]([O:15][CH2:16][C@H:17]3[CH2:22][CH2:21][CH2:20][CH2:19][NH2+:18]3)=[CH:13][CH:12]=[CH:11][C:5]=2[NH:6][S:7](=[O:10])(=[O:9])[N:8]=1.[CH3:23][O:24][C:25]1[CH:30]=[CH:29][C:28]([CH2:31][C:32](Cl)=[O:33])=[CH:27][CH:26]=1.